From a dataset of Full USPTO retrosynthesis dataset with 1.9M reactions from patents (1976-2016). Predict the reactants needed to synthesize the given product. The reactants are: C(OC(=O)[NH:7][C:8]1[C:9]([C:13]2[CH:18]=[CH:17][C:16]([O:19][CH2:20][C:21]3[CH:22]=[N:23][CH:24]=[CH:25][CH:26]=3)=[CH:15][CH:14]=2)=[N:10][O:11][CH:12]=1)(C)(C)C.Cl.C([O-])(O)=O.[Na+]. Given the product [N:23]1[CH:24]=[CH:25][CH:26]=[C:21]([CH2:20][O:19][C:16]2[CH:17]=[CH:18][C:13]([C:9]3[C:8]([NH2:7])=[CH:12][O:11][N:10]=3)=[CH:14][CH:15]=2)[CH:22]=1, predict the reactants needed to synthesize it.